Predict which catalyst facilitates the given reaction. From a dataset of Catalyst prediction with 721,799 reactions and 888 catalyst types from USPTO. (1) Reactant: [C:1]1([CH2:7][CH2:8][CH2:9][CH2:10][CH2:11][CH2:12][C:13]([OH:15])=O)[CH:6]=[CH:5][CH:4]=[CH:3][CH:2]=1.CCN(CC)CC.CN(C(ON1N=NC2C=CC=CC1=2)=[N+](C)C)C.[B-](F)(F)(F)F.C([O-])(=O)C.[O:49]=[C:50]1[C@H:53]([NH3+:54])[CH2:52][NH:51]1. Product: [C:1]1([CH2:7][CH2:8][CH2:9][CH2:10][CH2:11][CH2:12][C:13]([NH:54][C@@H:53]2[CH2:52][NH:51][C:50]2=[O:49])=[O:15])[CH:2]=[CH:3][CH:4]=[CH:5][CH:6]=1. The catalyst class is: 91. (2) Reactant: [CH3:1][N:2]([CH3:14])[CH2:3][CH2:4][C:5]([C:7]1[CH:12]=[CH:11][C:10]([CH3:13])=[CH:9][CH:8]=1)=[O:6].[H-].[H-].[H-].[H-].[Li+].[Al+3].[OH-].[Na+]. Product: [CH3:14][N:2]([CH3:1])[CH2:3][CH2:4][CH:5]([C:7]1[CH:8]=[CH:9][C:10]([CH3:13])=[CH:11][CH:12]=1)[OH:6]. The catalyst class is: 1. (3) Reactant: [Br:1][C:2]1[CH:3]=[C:4]([OH:8])[CH:5]=[CH:6][CH:7]=1.C([O-])([O-])=O.[K+].[K+].Br[CH2:16][CH2:17][CH2:18][CH2:19][OH:20].O. Product: [Br:1][C:2]1[CH:3]=[C:4]([CH:5]=[CH:6][CH:7]=1)[O:8][CH2:16][CH2:17][CH2:18][CH2:19][OH:20]. The catalyst class is: 3. (4) Reactant: [CH3:1][CH:2]1[CH2:7][C:6](=[O:8])[CH:5]=[C:4]([C:9]2[CH:14]=[CH:13][N:12]=[CH:11][C:10]=2[N+:15]([O-:17])=[O:16])[CH2:3]1.[BH4-].[Na+]. Product: [CH3:1][C@@H:2]1[CH2:7][C@H:6]([OH:8])[CH:5]=[C:4]([C:9]2[CH:14]=[CH:13][N:12]=[CH:11][C:10]=2[N+:15]([O-:17])=[O:16])[CH2:3]1. The catalyst class is: 14.